From a dataset of Peptide-MHC class II binding affinity with 134,281 pairs from IEDB. Regression. Given a peptide amino acid sequence and an MHC pseudo amino acid sequence, predict their binding affinity value. This is MHC class II binding data. (1) The peptide sequence is LDYLRRMTVFLQGLM. The MHC is HLA-DPA10103-DPB10301 with pseudo-sequence HLA-DPA10103-DPB10301. The binding affinity (normalized) is 0.769. (2) The peptide sequence is GELQIVDKEDAAFKI. The MHC is DRB1_1101 with pseudo-sequence DRB1_1101. The binding affinity (normalized) is 0.455. (3) The peptide sequence is AAGTAAQAAVVRFQE. The MHC is DRB1_0401 with pseudo-sequence DRB1_0401. The binding affinity (normalized) is 0.375. (4) The peptide sequence is SQIPISINYRTEIDK. The MHC is DRB3_0202 with pseudo-sequence DRB3_0202. The binding affinity (normalized) is 0.448. (5) The peptide sequence is EKKYFAATQEEPLAA. The MHC is HLA-DPA10103-DPB10601 with pseudo-sequence YAFFQFSGGAILNTLYLQFEYFDLEEVRMHLDVT. The binding affinity (normalized) is 0.369. (6) The peptide sequence is IAGYKTFDGRGAQVY. The MHC is DRB3_0101 with pseudo-sequence DRB3_0101. The binding affinity (normalized) is 0.417. (7) The peptide sequence is GELQIVDKIDDAFKI. The MHC is DRB4_0101 with pseudo-sequence DRB4_0103. The binding affinity (normalized) is 0.671. (8) The peptide sequence is TIPLVALTLTSYLGLK. The MHC is HLA-DQA10201-DQB10301 with pseudo-sequence HLA-DQA10201-DQB10301. The binding affinity (normalized) is 0.489.